This data is from Full USPTO retrosynthesis dataset with 1.9M reactions from patents (1976-2016). The task is: Predict the reactants needed to synthesize the given product. Given the product [C:47]([C:42]1[CH:43]=[C:44]2[C:39](=[CH:40][CH:41]=1)[C:38](=[O:51])[N:37]([C:33]1[C:30]([CH:31]=[O:32])=[C:29]([N:24]3[CH:23]=[C:22]([C:26]#[N:27])[C:21]([NH:20][C:1]([C:2]4[CH:3]=[CH:4][CH:5]=[CH:6][CH:7]=4)([C:14]4[CH:19]=[CH:18][CH:17]=[CH:16][CH:15]=4)[C:8]4[CH:9]=[CH:10][CH:11]=[CH:12][CH:13]=4)=[N:25]3)[CH:36]=[CH:35][CH:34]=1)[N:46]=[CH:45]2)([CH3:50])([CH3:48])[CH3:49], predict the reactants needed to synthesize it. The reactants are: [C:1]([NH:20][C:21]1[NH:25][N:24]=[CH:23][C:22]=1[C:26]#[N:27])([C:14]1[CH:19]=[CH:18][CH:17]=[CH:16][CH:15]=1)([C:8]1[CH:13]=[CH:12][CH:11]=[CH:10][CH:9]=1)[C:2]1[CH:7]=[CH:6][CH:5]=[CH:4][CH:3]=1.Br[C:29]1[CH:36]=[CH:35][CH:34]=[C:33]([N:37]2[N:46]=[CH:45][C:44]3[C:39](=[CH:40][CH:41]=[C:42]([C:47]([CH3:50])([CH3:49])[CH3:48])[CH:43]=3)[C:38]2=[O:51])[C:30]=1[CH:31]=[O:32].C(=O)([O-])[O-].[K+].[K+].